This data is from Full USPTO retrosynthesis dataset with 1.9M reactions from patents (1976-2016). The task is: Predict the reactants needed to synthesize the given product. Given the product [N+:1]([C:4]1[CH:5]=[C:6]2[C:10](=[CH:11][CH:12]=1)[N:9]([CH2:26][C:23]1[N:22]=[C:21]([C:17]3[CH:18]=[CH:19][CH:20]=[C:15]([C:14]([F:29])([F:13])[F:28])[CH:16]=3)[O:25][N:24]=1)[N:8]=[CH:7]2)([O-:3])=[O:2], predict the reactants needed to synthesize it. The reactants are: [N+:1]([C:4]1[CH:5]=[C:6]2[C:10](=[CH:11][CH:12]=1)[NH:9][N:8]=[CH:7]2)([O-:3])=[O:2].[F:13][C:14]([F:29])([F:28])[C:15]1[CH:16]=[C:17]([C:21]2[O:25][N:24]=[C:23]([CH2:26]Cl)[N:22]=2)[CH:18]=[CH:19][CH:20]=1.